The task is: Predict the reactants needed to synthesize the given product.. This data is from Full USPTO retrosynthesis dataset with 1.9M reactions from patents (1976-2016). (1) Given the product [N+:29]([C:26]1[CH:27]=[CH:28][C:23]([O:1][C:2]2[CH:15]=[CH:14][C:5]([CH2:6][CH:7]3[NH:12][C:11](=[O:13])[CH2:10][O:9][CH2:8]3)=[CH:4][CH:3]=2)=[CH:24][CH:25]=1)([O-:31])=[O:30], predict the reactants needed to synthesize it. The reactants are: [OH:1][C:2]1[CH:15]=[CH:14][C:5]([CH2:6][CH:7]2[NH:12][C:11](=[O:13])[CH2:10][O:9][CH2:8]2)=[CH:4][CH:3]=1.C(=O)([O-])[O-].[K+].[K+].F[C:23]1[CH:28]=[CH:27][C:26]([N+:29]([O-:31])=[O:30])=[CH:25][CH:24]=1. (2) Given the product [F:26][CH:24]([F:25])[C:22]1[CH:23]=[C:19]([CH:18]([F:17])[F:27])[N:20]([CH2:2][C:3]([N:5]2[CH2:10][CH2:9][C:8]([C:15]#[N:16])([C:11]([O:13][CH3:14])=[O:12])[CH2:7][CH2:6]2)=[O:4])[N:21]=1, predict the reactants needed to synthesize it. The reactants are: Cl[CH2:2][C:3]([N:5]1[CH2:10][CH2:9][C:8]([C:15]#[N:16])([C:11]([O:13][CH3:14])=[O:12])[CH2:7][CH2:6]1)=[O:4].[F:17][CH:18]([F:27])[C:19]1[CH:23]=[C:22]([CH:24]([F:26])[F:25])[NH:21][N:20]=1.C(=O)([O-])[O-].[K+].[K+].O. (3) Given the product [CH3:3][CH:2]([NH:4][C:5]1[CH:9]=[C:8]([C:10]2[CH:15]=[CH:14][N:13]=[CH:12][CH:11]=2)[S:7][C:6]=1[C:16]([OH:18])=[O:17])[CH3:1], predict the reactants needed to synthesize it. The reactants are: [CH3:1][CH:2]([NH:4][C:5]1[CH:9]=[C:8]([C:10]2[CH:15]=[CH:14][N:13]=[CH:12][CH:11]=2)[S:7][C:6]=1[C:16]([O:18]C)=[O:17])[CH3:3].[OH-].[Na+]. (4) The reactants are: Br[C:2]1[C:11]2[C:6](=[CH:7][C:8]([O:14][CH3:15])=[C:9]([O:12][CH3:13])[CH:10]=2)[C:5](=[O:16])[N:4]([CH2:17][CH3:18])[CH:3]=1.[F:19][C:20]1[N:25]=[CH:24][C:23](B(O)O)=[CH:22][C:21]=1[CH3:29].C(=O)([O-])[O-].[Na+].[Na+].COCCOC. Given the product [CH2:17]([N:4]1[CH:3]=[C:2]([C:23]2[CH:24]=[N:25][C:20]([F:19])=[C:21]([CH3:29])[CH:22]=2)[C:11]2[C:6](=[CH:7][C:8]([O:14][CH3:15])=[C:9]([O:12][CH3:13])[CH:10]=2)[C:5]1=[O:16])[CH3:18], predict the reactants needed to synthesize it. (5) Given the product [C:1]12([C:11]3[CH:12]=[C:13]([C:19]4[CH:20]=[C:21]5[C:26](=[CH:27][CH:28]=4)[CH:25]=[C:24]([CH2:29][OH:30])[CH:23]=[CH:22]5)[CH:14]=[CH:15][C:16]=3[O:17][CH3:18])[CH2:8][CH:7]3[CH2:6][CH:5]([CH2:4][CH:3]([CH2:9]3)[CH2:2]1)[CH2:10]2, predict the reactants needed to synthesize it. The reactants are: [C:1]12([C:11]3[CH:12]=[C:13]([C:19]4[CH:20]=[C:21]5[C:26](=[CH:27][CH:28]=4)[CH:25]=[C:24]([CH:29]=[O:30])[CH:23]=[CH:22]5)[CH:14]=[CH:15][C:16]=3[O:17][CH3:18])[CH2:10][CH:5]3[CH2:6][CH:7]([CH2:9][CH:3]([CH2:4]3)[CH2:2]1)[CH2:8]2.CC(C[AlH]CC(C)C)C. (6) Given the product [CH3:25][C:26]([CH3:32])([CH:30]=[CH2:31])[C:27]([CH:7]1[C:2](=[O:1])[CH2:3][CH2:4][N:5]([C:8]([O:10][C:11]([CH3:14])([CH3:13])[CH3:12])=[O:9])[CH2:6]1)=[O:28], predict the reactants needed to synthesize it. The reactants are: [O:1]=[C:2]1[CH2:7][CH2:6][N:5]([C:8]([O:10][C:11]([CH3:14])([CH3:13])[CH3:12])=[O:9])[CH2:4][CH2:3]1.[Li+].C[Si]([N-][Si](C)(C)C)(C)C.[CH3:25][C:26]([CH3:32])([CH:30]=[CH2:31])[C:27](Cl)=[O:28]. (7) Given the product [ClH:36].[ClH:36].[ClH:36].[NH2:30][C:24]1[N:23]=[C:22]([O:31][CH2:32][CH2:33][CH2:34][CH3:35])[N:21]=[C:20]2[C:25]=1[NH:26][C:27](=[O:28])[N:19]2[CH2:18][CH2:17][CH2:16][NH:1][CH2:2][CH2:3][CH2:4][N:5]1[CH2:10][CH2:9][O:8][CH2:7][CH2:6]1, predict the reactants needed to synthesize it. The reactants are: [NH2:1][CH2:2][CH2:3][CH2:4][N:5]1[CH2:10][CH2:9][O:8][CH2:7][CH2:6]1.CS(O[CH2:16][CH2:17][CH2:18][N:19]1[C:27]([O:28]C)=[N:26][C:25]2[C:20]1=[N:21][C:22]([O:31][CH2:32][CH2:33][CH2:34][CH3:35])=[N:23][C:24]=2[NH2:30])(=O)=O.[Cl-:36].[Na+].O. (8) Given the product [O:16]=[C:14]1[CH2:15][N:8]([C:6]([O:5][C:1]([CH3:4])([CH3:2])[CH3:3])=[O:7])[C@H:9]([C:10]([O:12][CH3:17])=[O:11])[CH2:13]1, predict the reactants needed to synthesize it. The reactants are: [C:1]([O:5][C:6]([N:8]1[CH2:15][C@H:14]([OH:16])[CH2:13][C@H:9]1[C:10]([OH:12])=[O:11])=[O:7])([CH3:4])([CH3:3])[CH3:2].[CH3:17][N+]1([O-])CCOCC1. (9) Given the product [CH3:24][O:23][C:21]([CH:20]1[CH2:19][CH2:18][C:11]2([CH2:12][CH2:13][N:8]([C:6]([O:5][C:1]([CH3:2])([CH3:4])[CH3:3])=[O:7])[CH2:9][CH2:10]2)[C:14]1=[O:16])=[O:22], predict the reactants needed to synthesize it. The reactants are: [C:1]([O:5][C:6]([N:8]1[CH2:13][CH2:12][C:11]([CH2:18][CH2:19][CH2:20][C:21]([O:23][CH3:24])=[O:22])([C:14]([O:16]C)=O)[CH2:10][CH2:9]1)=[O:7])([CH3:4])([CH3:3])[CH3:2].O1CCCC1.C([N-]C(C)C)(C)C.[Li+].C(OCC)(=O)C.[Cl-].[NH4+]. (10) Given the product [CH3:20][O:19][C:15]([C:16]1[N:13]=[N:12][N:11]([CH2:10][CH2:9][CH2:8][NH:7][C:6]([O:5][C:1]([CH3:4])([CH3:2])[CH3:3])=[O:14])[CH:17]=1)=[O:18], predict the reactants needed to synthesize it. The reactants are: [C:1]([O:5][C:6](=[O:14])[NH:7][CH2:8][CH2:9][CH2:10][N:11]=[N+:12]=[N-:13])([CH3:4])([CH3:3])[CH3:2].[C:15]([O:19][CH3:20])(=[O:18])[C:16]#[CH:17].C(O)[C@H](O)[C@H]1OC(=O)C(O)=C1[O-].[Na+].C(O)(C)(C)C.